From a dataset of Peptide-MHC class II binding affinity with 134,281 pairs from IEDB. Regression. Given a peptide amino acid sequence and an MHC pseudo amino acid sequence, predict their binding affinity value. This is MHC class II binding data. (1) The peptide sequence is GADATAAAAFEQFLA. The MHC is DRB3_0202 with pseudo-sequence DRB3_0202. The binding affinity (normalized) is 0.431. (2) The peptide sequence is MASSSSVLLVVALFA. The MHC is DRB1_1501 with pseudo-sequence DRB1_1501. The binding affinity (normalized) is 0.0802. (3) The peptide sequence is AQIKYLVRMRSWPGG. The MHC is DRB1_0701 with pseudo-sequence DRB1_0701. The binding affinity (normalized) is 0.194. (4) The peptide sequence is CGSYVTKTSGSAASM. The MHC is HLA-DQA10103-DQB10603 with pseudo-sequence HLA-DQA10103-DQB10603. The binding affinity (normalized) is 0.517. (5) The peptide sequence is SWITQGLLGALLLWMGI. The MHC is DRB5_0101 with pseudo-sequence DRB5_0101. The binding affinity (normalized) is 0.0665.